Dataset: NCI-60 drug combinations with 297,098 pairs across 59 cell lines. Task: Regression. Given two drug SMILES strings and cell line genomic features, predict the synergy score measuring deviation from expected non-interaction effect. (1) Drug 1: CN(C)C1=NC(=NC(=N1)N(C)C)N(C)C. Drug 2: C1=NC(=NC(=O)N1C2C(C(C(O2)CO)O)O)N. Cell line: HL-60(TB). Synergy scores: CSS=2.48, Synergy_ZIP=-2.70, Synergy_Bliss=-6.06, Synergy_Loewe=-24.9, Synergy_HSA=-10.2. (2) Drug 1: C1=CC=C(C=C1)NC(=O)CCCCCCC(=O)NO. Drug 2: CC1CCCC2(C(O2)CC(NC(=O)CC(C(C(=O)C(C1O)C)(C)C)O)C(=CC3=CSC(=N3)C)C)C. Cell line: OVCAR3. Synergy scores: CSS=63.1, Synergy_ZIP=5.06, Synergy_Bliss=5.23, Synergy_Loewe=-3.73, Synergy_HSA=5.74.